From a dataset of Reaction yield outcomes from USPTO patents with 853,638 reactions. Predict the reaction yield, written as a fraction of the theoretical maximum amount of product (1.0 means a 100% yield; for example, 0.34 means a 34% yield). (1) The reactants are [CH2:1]([O:8][C:9]([N:11]1[CH2:16][CH2:15][CH:14]([C:17]2[NH:18][C:19]([CH:22]3[CH2:26][CH2:25][CH2:24][N:23]3[C:27]([O:29][C:30]([CH3:33])([CH3:32])[CH3:31])=[O:28])=[N:20][CH:21]=2)[CH2:13][CH2:12]1)=[O:10])[C:2]1[CH:7]=[CH:6][CH:5]=[CH:4][CH:3]=1.[H-].[Na+].[CH3:36][Si:37]([CH2:40][CH2:41][O:42][CH2:43]Cl)([CH3:39])[CH3:38]. The catalyst is CN(C=O)C.[NH4+].[Cl-].CCOC(C)=O. The product is [CH2:1]([O:8][C:9]([N:11]1[CH2:12][CH2:13][CH:14]([C:17]2[N:18]([CH2:43][O:42][CH2:41][CH2:40][Si:37]([CH3:39])([CH3:38])[CH3:36])[C:19]([CH:22]3[CH2:26][CH2:25][CH2:24][N:23]3[C:27]([O:29][C:30]([CH3:33])([CH3:32])[CH3:31])=[O:28])=[N:20][CH:21]=2)[CH2:15][CH2:16]1)=[O:10])[C:2]1[CH:3]=[CH:4][CH:5]=[CH:6][CH:7]=1. The yield is 0.320. (2) The reactants are C([N-]C(C)C)(C)C.[Li+].[N:9]1[CH:14]=[CH:13][C:12]([CH3:15])=[CH:11][CH:10]=1.[CH2:16]([O:23][C:24]1[CH:35]=[CH:34][C:27]([C:28](N(OC)C)=[O:29])=[CH:26][CH:25]=1)[C:17]1[CH:22]=[CH:21][CH:20]=[CH:19][CH:18]=1.C(=O)(O)[O-].[Na+]. The catalyst is O1CCCC1.O.C(O)(=O)C. The product is [CH2:16]([O:23][C:24]1[CH:25]=[CH:26][C:27]([C:28](=[O:29])[CH2:15][C:12]2[CH:13]=[CH:14][N:9]=[CH:10][CH:11]=2)=[CH:34][CH:35]=1)[C:17]1[CH:18]=[CH:19][CH:20]=[CH:21][CH:22]=1. The yield is 0.730. (3) The reactants are [N:1]1([C:7]([O:9][C:10]([CH3:13])([CH3:12])[CH3:11])=[O:8])[CH2:6][CH2:5]S[CH2:3][CH2:2]1.ClC1C=CC=C(C(OO)=O)C=1.[S:25]([O-:29])([O-])(=[O:27])=S.[Na+].[Na+].C(N(CC)CC)C.C(OC([O-])=O)(OC(OC(C)(C)C)=O)=O. The catalyst is ClCCl. The product is [O:27]=[S:25]1(=[O:29])[CH2:5][CH2:6][N:1]([C:7]([O:9][C:10]([CH3:12])([CH3:11])[CH3:13])=[O:8])[CH2:2][CH2:3]1. The yield is 0.916. (4) The reactants are Cl[CH2:2][CH:3]=O.[NH2:5][CH2:6][CH2:7][NH:8][CH2:9][CH2:10][NH2:11].C([O-])([O-])=O.[K+].[K+]. The catalyst is C(#N)C. The product is [NH:8]1[CH:9]2[CH2:10][NH:11][CH2:2][CH2:3][N:5]2[CH2:6][CH2:7]1. The yield is 0.710. (5) The reactants are C([Mg]Br)C=C.[CH2:6]([B:9]([CH2:13][CH:14]=[CH2:15])[CH2:10][CH:11]=[CH2:12])[CH:7]=[CH2:8].[CH2:16]([O:19][CH3:20])[C:17]#[CH:18].C=CC. The catalyst is C(OCC)C.CO. The product is [B:9]12[CH2:13][CH:14]3[CH2:15][CH:11]([CH2:12][CH:7]([CH2:8]3)[CH2:6]1)[CH2:10]2.[CH2:18]1[CH2:20][O:19][CH2:16][CH2:17]1. The yield is 0.520. (6) The reactants are [OH-].[Li+].[Br:3][C:4]1[N:5]([C:17]2[C:26]3[C:21](=[CH:22][CH:23]=[CH:24][CH:25]=3)[C:20]([CH:27]3[CH2:29][CH2:28]3)=[CH:19][CH:18]=2)[C:6]([S:9]CCC(OCC)=O)=[N:7][N:8]=1.Cl. The catalyst is C1COCC1.CO. The product is [Br:3][C:4]1[N:5]([C:17]2[C:26]3[C:21](=[CH:22][CH:23]=[CH:24][CH:25]=3)[C:20]([CH:27]3[CH2:29][CH2:28]3)=[CH:19][CH:18]=2)[C:6]([SH:9])=[N:7][N:8]=1. The yield is 0.780. (7) The reactants are [NH:1]([C:3]1[CH:8]=[C:7]([C:9]#[N:10])[CH:6]=[CH:5][N:4]=1)[NH2:2].O=[C:12]([CH2:19][C:20]1[CH:25]=[CH:24][CH:23]=[CH:22][CH:21]=1)[CH2:13][C:14](OCC)=[O:15]. No catalyst specified. The product is [CH2:19]([C:12]1[CH:13]=[C:14]([OH:15])[N:1]([C:3]2[CH:8]=[C:7]([C:9]#[N:10])[CH:6]=[CH:5][N:4]=2)[N:2]=1)[C:20]1[CH:25]=[CH:24][CH:23]=[CH:22][CH:21]=1. The yield is 0.530. (8) The yield is 0.790. The product is [F:1][C:2]1[CH:7]=[CH:6][C:5]([C:8]([C:11]2[CH:16]=[C:15]([O:17][C:18]([F:22])([F:23])[CH:19]([F:21])[F:20])[CH:14]=[C:13]([F:24])[CH:12]=2)([N+:9]#[C-:10])[CH2:29][C:30]2[CH:35]=[CH:34][C:33]([C:42]([O:41][CH3:40])=[O:43])=[CH:32][CH:31]=2)=[CH:4][C:3]=1[O:25][CH:26]([CH3:28])[CH3:27]. The catalyst is C1(C)C=CC=CC=1.[Br-].C([N+](CCCC)(CCCC)CCCC)CCC. The reactants are [F:1][C:2]1[CH:7]=[CH:6][C:5]([CH:8]([C:11]2[CH:16]=[C:15]([O:17][C:18]([F:23])([F:22])[CH:19]([F:21])[F:20])[CH:14]=[C:13]([F:24])[CH:12]=2)[N+:9]#[C-:10])=[CH:4][C:3]=1[O:25][CH:26]([CH3:28])[CH3:27].[CH2:29](Br)[C:30]1[CH:35]=[CH:34][CH:33]=[CH:32][CH:31]=1.[OH-].[K+].C[CH2:40][O:41][C:42](C)=[O:43].